The task is: Predict the reaction yield, written as a fraction of the theoretical maximum amount of product (1.0 means a 100% yield; for example, 0.34 means a 34% yield).. This data is from Reaction yield outcomes from USPTO patents with 853,638 reactions. (1) The reactants are Cl[C:2]1[CH:3]=[C:4]([NH:9][C:10]2[CH:15]=[CH:14][C:13]([N:16]3[CH2:21][CH2:20][N:19]([CH:22]4[CH2:25][O:24][CH2:23]4)[CH2:18][C@@H:17]3[CH3:26])=[CH:12][N:11]=2)[C:5](=[O:8])[NH:6][N:7]=1.[C:27]([O:30][CH2:31][C:32]1[C:33]([N:41]2[CH2:52][CH2:51][N:50]3[C:43](=[CH:44][C:45]4[CH2:46][C:47]([CH3:54])([CH3:53])[CH2:48][C:49]=43)[C:42]2=[O:55])=[N:34][CH:35]=[CH:36][C:37]=1B(O)O)(=[O:29])[CH3:28].[O-]P([O-])([O-])=O.[K+].[K+].[K+].C([O-])(=O)C.[Na+]. The catalyst is C1C=CC(P(C2C=CC=CC=2)[C-]2C=CC=C2)=CC=1.C1C=CC(P(C2C=CC=CC=2)[C-]2C=CC=C2)=CC=1.Cl[Pd]Cl.[Fe+2].C(#N)C.O. The product is [C:27]([O:30][CH2:31][C:32]1[C:33]([N:41]2[CH2:52][CH2:51][N:50]3[C:43](=[CH:44][C:45]4[CH2:46][C:47]([CH3:54])([CH3:53])[CH2:48][C:49]=43)[C:42]2=[O:55])=[N:34][CH:35]=[CH:36][C:37]=1[C:2]1[CH:3]=[C:4]([NH:9][C:10]2[CH:15]=[CH:14][C:13]([N:16]3[CH2:21][CH2:20][N:19]([CH:22]4[CH2:25][O:24][CH2:23]4)[CH2:18][C@@H:17]3[CH3:26])=[CH:12][N:11]=2)[C:5](=[O:8])[NH:6][N:7]=1)(=[O:29])[CH3:28]. The yield is 0.310. (2) The reactants are [CH3:1][C:2]1([CH3:14])[CH2:7][CH2:6][C:5](=[CH:8][C:9]([O:11][CH2:12][CH3:13])=[O:10])[CH:4]=[CH:3]1. The catalyst is CO.[Pd]. The product is [CH3:1][C:2]1([CH3:14])[CH2:3][CH2:4][CH:5]([CH2:8][C:9]([O:11][CH2:12][CH3:13])=[O:10])[CH2:6][CH2:7]1. The yield is 0.910. (3) The product is [C:17]([O:22][CH2:23][O:10][C:8]1[CH:7]=[CH:6][C:3]([CH:4]=[O:5])=[C:2]([F:1])[CH:9]=1)(=[O:21])[CH2:18][CH2:19][CH3:20]. The reactants are [F:1][C:2]1[CH:9]=[C:8]([OH:10])[CH:7]=[CH:6][C:3]=1[CH:4]=[O:5].C([O-])([O-])=O.[K+].[K+].[C:17]([O:22][CH2:23]Cl)(=[O:21])[CH2:18][CH2:19][CH3:20]. The yield is 0.430. The catalyst is CC(C)=O. (4) The reactants are Br[C:2]1[CH:7]=[CH:6][C:5]([OH:8])=[C:4]([Cl:9])[CH:3]=1.[Li]CCCC.[B:15](OC(C)C)([O:20]C(C)C)[O:16]C(C)C.C(=O)=O.CC(C)=O. No catalyst specified. The product is [Cl:9][C:4]1[CH:3]=[C:2]([B:15]([OH:20])[OH:16])[CH:7]=[CH:6][C:5]=1[OH:8]. The yield is 0.270. (5) The reactants are S1C2C(=NC=CC=2OC2C=CC(N)=CC=2)C=C1.F[C:19]1[CH:20]=[C:21]([NH:45][C:46]([NH:48][C:49](=[O:57])[CH2:50][C:51]2[CH:56]=[CH:55][CH:54]=[CH:53][CH:52]=2)=[S:47])[CH:22]=[CH:23][C:24]=1[O:25][C:26]1[CH:31]=[CH:30][N:29]=[C:28]2[CH:32]=[C:33](C3C=CC(S(C)(=O)=O)=CC=3)[S:34][C:27]=12. No catalyst specified. The product is [C:51]1([CH2:50][C:49]([NH:48][C:46](=[S:47])[NH:45][C:21]2[CH:20]=[CH:19][C:24]([O:25][C:26]3[CH:31]=[CH:30][N:29]=[C:28]4[CH:32]=[CH:33][S:34][C:27]=34)=[CH:23][CH:22]=2)=[O:57])[CH:56]=[CH:55][CH:54]=[CH:53][CH:52]=1. The yield is 0.340. (6) The reactants are [CH3:1][O:2][C:3]1[CH:8]=[C:7]([CH3:9])[C:6]([NH:10][C:11](=[O:17])[O:12][C:13]([CH3:16])([CH3:15])[CH3:14])=[C:5]([CH3:18])[C:4]=1[CH3:19].C([O-])(=O)C.[Na+].[Br:25]Br.O. The catalyst is C(O)(=O)C. The product is [Br:25][C:8]1[C:7]([CH3:9])=[C:6]([NH:10][C:11](=[O:17])[O:12][C:13]([CH3:14])([CH3:15])[CH3:16])[C:5]([CH3:18])=[C:4]([CH3:19])[C:3]=1[O:2][CH3:1]. The yield is 0.910. (7) The reactants are [CH2:1]([NH:3][C:4]([NH:6][C:7]1[S:8][C:9]2[CH:15]=[CH:14][C:13]([OH:16])=[CH:12][C:10]=2[N:11]=1)=[O:5])[CH3:2].CCN(C(C)C)C(C)C.C1C=CC(N([S:33]([C:36]([F:39])([F:38])[F:37])(=[O:35])=[O:34])[S:33]([C:36]([F:39])([F:38])[F:37])(=[O:35])=[O:34])=CC=1. The catalyst is CN(C=O)C. The product is [F:37][C:36]([F:39])([F:38])[S:33]([O:16][C:13]1[CH:14]=[CH:15][C:9]2[S:8][C:7]([NH:6][C:4]([NH:3][CH2:1][CH3:2])=[O:5])=[N:11][C:10]=2[CH:12]=1)(=[O:35])=[O:34]. The yield is 0.360. (8) The product is [CH2:5]([O:12][CH:13]([CH:38]([C:45]1[CH:46]=[CH:47][CH:48]=[CH:49][CH:50]=1)[C:39]1[CH:40]=[CH:41][CH:42]=[CH:43][CH:44]=1)[C:14]([NH:16][C:17]1[CH:22]=[CH:21][CH:20]=[C:19]([F:23])[C:18]=1[CH2:24][CH2:25][C@H:26]([NH:27][S:29]([C:32]1[CH:33]=[CH:34][CH:35]=[CH:36][CH:37]=1)(=[O:30])=[O:31])[CH2:28][NH:4][CH2:3][CH2:1][OH:2])=[O:15])[C:6]1[CH:11]=[CH:10][CH:9]=[CH:8][CH:7]=1. The yield is 0.960. The catalyst is C1COCC1.CCOC(C)=O. The reactants are [CH2:1]([CH2:3][NH2:4])[OH:2].[CH2:5]([O:12][CH:13]([CH:38]([C:45]1[CH:50]=[CH:49][CH:48]=[CH:47][CH:46]=1)[C:39]1[CH:44]=[CH:43][CH:42]=[CH:41][CH:40]=1)[C:14]([NH:16][C:17]1[CH:22]=[CH:21][CH:20]=[C:19]([F:23])[C:18]=1[CH2:24][CH2:25][CH:26]1[CH2:28][N@@:27]1[S:29]([C:32]1[CH:37]=[CH:36][CH:35]=[CH:34][CH:33]=1)(=[O:31])=[O:30])=[O:15])[C:6]1[CH:11]=[CH:10][CH:9]=[CH:8][CH:7]=1. (9) The reactants are [CH2:1]([O:3][C:4](=[O:17])[CH2:5][CH2:6][C:7]1[CH:12]=[CH:11][C:10](OB(O)O)=[CH:9][CH:8]=1)[CH3:2].C(N(CC)CC)C.[C:25]1(=[O:30])[CH2:29][CH2:28][CH:27]=[CH:26]1.C(=O)(O)[O-].[Na+]. The catalyst is O1CCOCC1.O. The product is [CH2:1]([O:3][C:4](=[O:17])[CH2:5][CH2:6][C:7]1[CH:12]=[CH:11][C:10]([C@H:27]2[CH2:28][CH2:29][C:25](=[O:30])[CH2:26]2)=[CH:9][CH:8]=1)[CH3:2]. The yield is 0.850.